This data is from CYP2C9 inhibition data for predicting drug metabolism from PubChem BioAssay. The task is: Regression/Classification. Given a drug SMILES string, predict its absorption, distribution, metabolism, or excretion properties. Task type varies by dataset: regression for continuous measurements (e.g., permeability, clearance, half-life) or binary classification for categorical outcomes (e.g., BBB penetration, CYP inhibition). Dataset: cyp2c9_veith. (1) The molecule is Cl.OCCCCNCc1ccc(OCc2ccccc2Cl)cc1. The result is 0 (non-inhibitor). (2) The molecule is CO[C@H]1COC(=O)[C@H](C)COC(=O)[C@@H](OCc2ccccc2)/C=C\[C@@H]1C. The result is 0 (non-inhibitor). (3) The drug is O=C(CSc1nc2ccccc2s1)N1c2ccccc2Sc2ccc(C(F)(F)F)cc21. The result is 1 (inhibitor). (4) The drug is COc1cccc(-n2c(C)n[nH]c2=O)c1. The result is 0 (non-inhibitor).